Task: Predict the reactants needed to synthesize the given product.. Dataset: Full USPTO retrosynthesis dataset with 1.9M reactions from patents (1976-2016) The reactants are: [CH2:1]([CH:8]1[CH2:13][CH2:12][N:11]([CH2:14][CH2:15][C:16]#[C:17][C:18]2[CH:19]=[C:20]([NH2:25])[C:21]([NH2:24])=[CH:22][CH:23]=2)[CH2:10][CH2:9]1)[C:2]1[CH:7]=[CH:6][CH:5]=[CH:4][CH:3]=1.[C:26](C1NC=CN=1)(C1NC=CN=1)=[O:27]. Given the product [CH2:1]([CH:8]1[CH2:9][CH2:10][N:11]([CH2:14][CH2:15][C:16]#[C:17][C:18]2[CH:23]=[CH:22][C:21]3[NH:24][C:26](=[O:27])[NH:25][C:20]=3[CH:19]=2)[CH2:12][CH2:13]1)[C:2]1[CH:3]=[CH:4][CH:5]=[CH:6][CH:7]=1, predict the reactants needed to synthesize it.